Dataset: Reaction yield outcomes from USPTO patents with 853,638 reactions. Task: Predict the reaction yield, written as a fraction of the theoretical maximum amount of product (1.0 means a 100% yield; for example, 0.34 means a 34% yield). The reactants are [OH:1][CH:2]([CH3:5])[CH2:3][OH:4].C(N(CC)CC)C.[N+:13]([C:16]1[CH:24]=[CH:23][C:19]([C:20](Cl)=[O:21])=[CH:18][CH:17]=1)([O-:15])=[O:14].ClCCl. The catalyst is C1(C)C=CC=CC=1. The product is [N+:13]([C:16]1[CH:17]=[CH:18][C:19]([C:20]([O:4][CH2:3][CH:2]([OH:1])[CH3:5])=[O:21])=[CH:23][CH:24]=1)([O-:15])=[O:14]. The yield is 0.510.